Dataset: Merck oncology drug combination screen with 23,052 pairs across 39 cell lines. Task: Regression. Given two drug SMILES strings and cell line genomic features, predict the synergy score measuring deviation from expected non-interaction effect. (1) Drug 1: Cn1nnc2c(C(N)=O)ncn2c1=O. Drug 2: CCc1cnn2c(NCc3ccc[n+]([O-])c3)cc(N3CCCCC3CCO)nc12. Cell line: LNCAP. Synergy scores: synergy=-47.8. (2) Drug 1: O=S1(=O)NC2(CN1CC(F)(F)F)C1CCC2Cc2cc(C=CCN3CCC(C(F)(F)F)CC3)ccc2C1. Drug 2: CCC1(O)CC2CN(CCc3c([nH]c4ccccc34)C(C(=O)OC)(c3cc4c(cc3OC)N(C)C3C(O)(C(=O)OC)C(OC(C)=O)C5(CC)C=CCN6CCC43C65)C2)C1. Cell line: A2058. Synergy scores: synergy=-1.30. (3) Drug 1: CCC1(O)CC2CN(CCc3c([nH]c4ccccc34)C(C(=O)OC)(c3cc4c(cc3OC)N(C)C3C(O)(C(=O)OC)C(OC(C)=O)C5(CC)C=CCN6CCC43C65)C2)C1. Drug 2: N#Cc1ccc(Cn2cncc2CN2CCN(c3cccc(Cl)c3)C(=O)C2)cc1. Cell line: RKO. Synergy scores: synergy=42.9. (4) Drug 1: COc1cc(C2c3cc4c(cc3C(OC3OC5COC(C)OC5C(O)C3O)C3COC(=O)C23)OCO4)cc(OC)c1O. Drug 2: Cn1c(=O)n(-c2ccc(C(C)(C)C#N)cc2)c2c3cc(-c4cnc5ccccc5c4)ccc3ncc21. Cell line: A375. Synergy scores: synergy=32.0.